Dataset: NCI-60 drug combinations with 297,098 pairs across 59 cell lines. Task: Regression. Given two drug SMILES strings and cell line genomic features, predict the synergy score measuring deviation from expected non-interaction effect. (1) Drug 1: CC12CCC3C(C1CCC2=O)CC(=C)C4=CC(=O)C=CC34C. Drug 2: C1=CC(=C2C(=C1NCCNCCO)C(=O)C3=C(C=CC(=C3C2=O)O)O)NCCNCCO. Cell line: IGROV1. Synergy scores: CSS=55.8, Synergy_ZIP=3.60, Synergy_Bliss=0.948, Synergy_Loewe=-6.67, Synergy_HSA=2.89. (2) Drug 1: COC1=C(C=C2C(=C1)N=CN=C2NC3=CC(=C(C=C3)F)Cl)OCCCN4CCOCC4. Drug 2: C1CC(C1)(C(=O)O)C(=O)O.[NH2-].[NH2-].[Pt+2]. Cell line: LOX IMVI. Synergy scores: CSS=31.8, Synergy_ZIP=-11.9, Synergy_Bliss=-5.35, Synergy_Loewe=-4.93, Synergy_HSA=-2.46. (3) Drug 1: C1=NNC2=C1C(=O)NC=N2. Drug 2: C1CN(P(=O)(OC1)NCCCl)CCCl. Cell line: SN12C. Synergy scores: CSS=-0.599, Synergy_ZIP=1.76, Synergy_Bliss=3.17, Synergy_Loewe=2.03, Synergy_HSA=-0.399. (4) Drug 1: CS(=O)(=O)C1=CC(=C(C=C1)C(=O)NC2=CC(=C(C=C2)Cl)C3=CC=CC=N3)Cl. Drug 2: N.N.Cl[Pt+2]Cl. Cell line: DU-145. Synergy scores: CSS=1.89, Synergy_ZIP=-0.598, Synergy_Bliss=-2.11, Synergy_Loewe=-4.92, Synergy_HSA=-4.61. (5) Drug 1: COC1=C2C(=CC3=C1OC=C3)C=CC(=O)O2. Drug 2: CCC1(C2=C(COC1=O)C(=O)N3CC4=CC5=C(C=CC(=C5CN(C)C)O)N=C4C3=C2)O.Cl. Cell line: SK-MEL-5. Synergy scores: CSS=-11.8, Synergy_ZIP=-9.87, Synergy_Bliss=-29.4, Synergy_Loewe=-69.3, Synergy_HSA=-36.7. (6) Drug 1: COC1=C(C=C2C(=C1)N=CN=C2NC3=CC(=C(C=C3)F)Cl)OCCCN4CCOCC4. Drug 2: CC(CN1CC(=O)NC(=O)C1)N2CC(=O)NC(=O)C2. Cell line: HCC-2998. Synergy scores: CSS=22.4, Synergy_ZIP=-0.132, Synergy_Bliss=5.06, Synergy_Loewe=2.21, Synergy_HSA=5.71. (7) Drug 1: CS(=O)(=O)CCNCC1=CC=C(O1)C2=CC3=C(C=C2)N=CN=C3NC4=CC(=C(C=C4)OCC5=CC(=CC=C5)F)Cl. Synergy scores: CSS=30.4, Synergy_ZIP=4.82, Synergy_Bliss=2.01, Synergy_Loewe=-30.2, Synergy_HSA=-4.59. Drug 2: CC1=C(C(=O)C2=C(C1=O)N3CC4C(C3(C2COC(=O)N)OC)N4)N. Cell line: U251. (8) Drug 1: CC1=C(C(=CC=C1)Cl)NC(=O)C2=CN=C(S2)NC3=CC(=NC(=N3)C)N4CCN(CC4)CCO. Drug 2: CC1CCC2CC(C(=CC=CC=CC(CC(C(=O)C(C(C(=CC(C(=O)CC(OC(=O)C3CCCCN3C(=O)C(=O)C1(O2)O)C(C)CC4CCC(C(C4)OC)OCCO)C)C)O)OC)C)C)C)OC. Cell line: HOP-92. Synergy scores: CSS=-4.89, Synergy_ZIP=1.14, Synergy_Bliss=-3.86, Synergy_Loewe=-1.99, Synergy_HSA=-6.70. (9) Drug 1: CC1=C(C=C(C=C1)NC2=NC=CC(=N2)N(C)C3=CC4=NN(C(=C4C=C3)C)C)S(=O)(=O)N.Cl. Drug 2: C1=NC2=C(N1)C(=S)N=CN2. Cell line: NCI/ADR-RES. Synergy scores: CSS=11.4, Synergy_ZIP=-0.151, Synergy_Bliss=-14.0, Synergy_Loewe=-35.7, Synergy_HSA=-15.0. (10) Drug 1: CNC(=O)C1=CC=CC=C1SC2=CC3=C(C=C2)C(=NN3)C=CC4=CC=CC=N4. Drug 2: CCN(CC)CCCC(C)NC1=C2C=C(C=CC2=NC3=C1C=CC(=C3)Cl)OC. Cell line: SNB-75. Synergy scores: CSS=16.9, Synergy_ZIP=-0.808, Synergy_Bliss=2.40, Synergy_Loewe=3.24, Synergy_HSA=3.86.